The task is: Predict the reaction yield, written as a fraction of the theoretical maximum amount of product (1.0 means a 100% yield; for example, 0.34 means a 34% yield).. This data is from Reaction yield outcomes from USPTO patents with 853,638 reactions. (1) The reactants are [Cl:1][C:2]1[CH:3]=[C:4]([NH:9][C:10]2[C:11]3[C:18]4[CH2:19][CH2:20][N:21]([C:23](=[O:31])/[CH:24]=[CH:25]/[C@@H:26]5[CH2:30][CH2:29][CH2:28][NH:27]5)[CH2:22][C:17]=4[S:16][C:12]=3[N:13]=[CH:14][N:15]=2)[CH:5]=[CH:6][C:7]=1[F:8].[C:32](=O)([O-])[O-].[K+].[K+].IC. The catalyst is CN(C=O)C.C(OCC)(=O)C. The product is [Cl:1][C:2]1[CH:3]=[C:4]([NH:9][C:10]2[C:11]3[C:18]4[CH2:19][CH2:20][N:21]([C:23](=[O:31])/[CH:24]=[CH:25]/[C@@H:26]5[CH2:30][CH2:29][CH2:28][N:27]5[CH3:32])[CH2:22][C:17]=4[S:16][C:12]=3[N:13]=[CH:14][N:15]=2)[CH:5]=[CH:6][C:7]=1[F:8]. The yield is 0.130. (2) The reactants are [CH3:1][C:2]1([CH3:22])[CH2:10][C:9]2[NH:8][N:7]=[C:6]([C:11]3[NH:12][C:13]4[C:18]([CH:19]=3)=[CH:17][CH:16]=[C:15]([NH:20][CH3:21])[CH:14]=4)[C:5]=2[CH2:4][CH2:3]1.[N:23]1([C@@H:29]([CH3:33])[C:30]([OH:32])=O)[CH2:28][CH2:27][O:26][CH2:25][CH2:24]1.Cl.C(N=C=NCCCN(C)C)C.C(Cl)(Cl)Cl. The catalyst is N1C=CC=CC=1.O. The product is [CH3:1][C:2]1([CH3:22])[CH2:10][C:9]2[NH:8][N:7]=[C:6]([C:11]3[NH:12][C:13]4[C:18]([CH:19]=3)=[CH:17][CH:16]=[C:15]([N:20]([CH3:21])[C:30](=[O:32])[C@@H:29]([N:23]3[CH2:24][CH2:25][O:26][CH2:27][CH2:28]3)[CH3:33])[CH:14]=4)[C:5]=2[CH2:4][CH2:3]1. The yield is 0.780. (3) The reactants are Br[C:2]1[CH:3]=[CH:4][C:5]([Cl:17])=[C:6]([CH:16]=1)[CH2:7][O:8][Si:9]([C:12]([CH3:15])([CH3:14])[CH3:13])([CH3:11])[CH3:10].C([O-])([O-])=O.[K+].[K+].O.[CH3:25][C:26]1(C)C(C)(C)OB(C=C)O1. The catalyst is C(COC)OC.CCOCC.C1C=CC([P]([Pd]([P](C2C=CC=CC=2)(C2C=CC=CC=2)C2C=CC=CC=2)([P](C2C=CC=CC=2)(C2C=CC=CC=2)C2C=CC=CC=2)[P](C2C=CC=CC=2)(C2C=CC=CC=2)C2C=CC=CC=2)(C2C=CC=CC=2)C2C=CC=CC=2)=CC=1. The product is [C:12]([Si:9]([O:8][CH2:7][C:6]1[CH:16]=[C:2]([CH:25]=[CH2:26])[CH:3]=[CH:4][C:5]=1[Cl:17])([CH3:11])[CH3:10])([CH3:15])([CH3:14])[CH3:13]. The yield is 0.980. (4) The reactants are Br[C:2]1[CH:7]=[C:6](Br)[C:5]([O:9][CH3:10])=[CH:4][C:3]=1[O:11][CH3:12].[F:13][C:14]1[CH:19]=[CH:18][CH:17]=[CH:16][C:15]=1B(O)O.C(=O)([O-])[O-].[Na+].[Na+].CO[CH2:31][CH2:32]OC. The catalyst is C1C=CC([P]([Pd]([P](C2C=CC=CC=2)(C2C=CC=CC=2)C2C=CC=CC=2)([P](C2C=CC=CC=2)(C2C=CC=CC=2)C2C=CC=CC=2)[P](C2C=CC=CC=2)(C2C=CC=CC=2)C2C=CC=CC=2)(C2C=CC=CC=2)C2C=CC=CC=2)=CC=1.C1(C)C=CC=CC=1.O. The product is [F:13][C:14]1[CH:19]=[CH:18][CH:17]=[CH:16][C:15]=1[C:2]1[CH:7]=[C:6]([C:32]2[CH:31]=[CH:17][CH:16]=[CH:15][C:14]=2[F:13])[C:5]([O:9][CH3:10])=[CH:4][C:3]=1[O:11][CH3:12]. The yield is 0.880.